Dataset: Full USPTO retrosynthesis dataset with 1.9M reactions from patents (1976-2016). Task: Predict the reactants needed to synthesize the given product. (1) Given the product [CH2:31]([O:30][C:20]1[C:21]([O:22][CH2:23][C:24]2[CH:25]=[CH:26][CH:27]=[CH:28][CH:29]=2)=[C:14]([O:13][CH2:6][C:7]2[CH:8]=[CH:9][CH:10]=[CH:11][CH:12]=2)[CH:15]=[CH:16][C:3]=1[OH:5])[C:32]1[CH:33]=[CH:34][CH:35]=[CH:36][CH:37]=1, predict the reactants needed to synthesize it. The reactants are: OO.[CH:3]([OH:5])=O.[CH2:6]([O:13][C:14]1[C:21]([O:22][CH2:23][C:24]2[CH:29]=[CH:28][CH:27]=[CH:26][CH:25]=2)=[C:20]([O:30][CH2:31][C:32]2[CH:37]=[CH:36][CH:35]=[CH:34][CH:33]=2)C=C[C:15]=1[CH:16]=O)[C:7]1[CH:12]=[CH:11][CH:10]=[CH:9][CH:8]=1.Cl. (2) The reactants are: CS(Cl)(=O)=O.[CH3:6][CH:7]([S:9]([NH:12][CH2:13][C:14]1[CH:15]=[C:16]([CH:35]=[CH:36][CH:37]=1)[CH2:17][NH:18][C:19]([C:21]1[C:22](C)=[N:23][C:24]([C:27]2[CH:32]=[CH:31][CH:30]=[C:29]([F:33])[CH:28]=2)=[N:25][CH:26]=1)=[O:20])(=[O:11])=[O:10])[CH3:8]. Given the product [CH3:8][CH:7]([S:9]([NH:12][CH2:13][C:14]1[CH:15]=[C:16]([CH:35]=[CH:36][CH:37]=1)[CH2:17][NH:18][C:19]([C:21]1[CH:22]=[N:23][C:24]([C:27]2[CH:32]=[CH:31][CH:30]=[C:29]([F:33])[CH:28]=2)=[N:25][CH:26]=1)=[O:20])(=[O:10])=[O:11])[CH3:6], predict the reactants needed to synthesize it. (3) The reactants are: Br[C:2]1[CH:7]=[CH:6][N:5]=[C:4]2[N:8]([CH2:11][CH2:12][C:13]([O:15][CH2:16][CH3:17])=[O:14])[CH:9]=[CH:10][C:3]=12.[CH3:18][C:19]1([CH3:35])[C:23]([CH3:25])([CH3:24])[O:22][B:21]([B:21]2[O:22][C:23]([CH3:25])([CH3:24])[C:19]([CH3:35])([CH3:18])[O:20]2)[O:20]1.C([O-])(=O)C.[K+]. Given the product [CH3:18][C:19]1([CH3:35])[C:23]([CH3:25])([CH3:24])[O:22][B:21]([C:2]2[CH:7]=[CH:6][N:5]=[C:4]3[N:8]([CH2:11][CH2:12][C:13]([O:15][CH2:16][CH3:17])=[O:14])[CH:9]=[CH:10][C:3]=23)[O:20]1, predict the reactants needed to synthesize it. (4) Given the product [C:1]([C:3](=[C:7]([NH:16][C:15]1[CH:17]=[CH:18][C:19]([Cl:20])=[C:13]([Cl:12])[CH:14]=1)[S:10][CH3:11])[C:4]([NH2:6])=[O:5])#[N:2], predict the reactants needed to synthesize it. The reactants are: [C:1]([C:3](=[C:7]([S:10][CH3:11])SC)[C:4]([NH2:6])=[O:5])#[N:2].[Cl:12][C:13]1[CH:14]=[C:15]([CH:17]=[CH:18][C:19]=1[Cl:20])[NH2:16]. (5) The reactants are: [C:1]([O:5][C:6]([N:8]1[CH2:12][C@H:11]([CH2:13][NH:14][C:15]2[CH:20]=[CH:19][C:18]([Cl:21])=[CH:17][CH:16]=2)[C@@H:10]([CH2:22][C:23]2[CH:28]=[CH:27][CH:26]=[CH:25][CH:24]=2)[CH2:9]1)=[O:7])([CH3:4])([CH3:3])[CH3:2].Cl[CH2:30][C:31]1[CH:36]=[CH:35][CH:34]=[CH:33][C:32]=1[O:37][C:38](=[O:40])[CH3:39].C([O-])([O-])=O.[K+].[K+].[Na+].[I-].C([O-])(O)=O.[Na+]. Given the product [C:1]([O:5][C:6]([N:8]1[CH2:9][C@H:10]([CH2:22][C:23]2[CH:24]=[CH:25][CH:26]=[CH:27][CH:28]=2)[C@@H:11]([CH2:13][N:14]([CH2:30][C:31]2[CH:36]=[CH:35][CH:34]=[CH:33][C:32]=2[O:37][C:38](=[O:40])[CH3:39])[C:15]2[CH:16]=[CH:17][C:18]([Cl:21])=[CH:19][CH:20]=2)[CH2:12]1)=[O:7])([CH3:4])([CH3:2])[CH3:3], predict the reactants needed to synthesize it. (6) Given the product [CH3:40][S:41]([OH:44])(=[O:43])=[O:42].[Cl:35][C:32]1[S:31][C:30]([C:28]([NH:27][C:20]2[CH:21]=[C:22]([CH3:26])[C:23]([F:25])=[CH:24][C:19]=2[C:17]([NH:16][C:13]2[CH:14]=[CH:15][C:10]([N:9]3[CH2:8][CH2:7][O:6][C:36]3=[NH:37])=[CH:11][CH:12]=2)=[O:18])=[O:29])=[CH:34][CH:33]=1, predict the reactants needed to synthesize it. The reactants are: C([Si](C)(C)[O:6][CH2:7][CH2:8][N:9]([C:36]#[N:37])[C:10]1[CH:15]=[CH:14][C:13]([NH:16][C:17]([C:19]2[CH:24]=[C:23]([F:25])[C:22]([CH3:26])=[CH:21][C:20]=2[NH:27][C:28]([C:30]2[S:31][C:32]([Cl:35])=[CH:33][CH:34]=2)=[O:29])=[O:18])=[CH:12][CH:11]=1)(C)(C)C.[CH3:40][S:41]([OH:44])(=[O:43])=[O:42]. (7) Given the product [ClH:25].[F:20][C:17]1[CH:18]=[CH:19][C:14]([N:12]([CH:5]([C:6]2[CH:7]=[CH:8][CH:9]=[CH:10][CH:11]=2)[C:4]([OH:21])=[O:3])[CH3:13])=[CH:15][CH:16]=1, predict the reactants needed to synthesize it. The reactants are: C([O:3][C:4](=[O:21])[CH:5]([N:12]([C:14]1[CH:19]=[CH:18][C:17]([F:20])=[CH:16][CH:15]=1)[CH3:13])[C:6]1[CH:11]=[CH:10][CH:9]=[CH:8][CH:7]=1)C.O.[OH-].[Li+].[ClH:25]. (8) Given the product [CH3:20][O:21][C:22](=[O:35])[CH2:23][N:24]1[C:32]2[C:27](=[CH:28][C:29]([F:33])=[CH:30][CH:31]=2)[C:26]([CH2:18][C:17]2[CH:16]=[CH:15][C:12]([C:13]#[N:14])=[CH:11][C:10]=2[S:7]([C:1]2[CH:6]=[CH:5][CH:4]=[CH:3][CH:2]=2)(=[O:8])=[O:9])=[C:25]1[CH3:34], predict the reactants needed to synthesize it. The reactants are: [C:1]1([S:7]([C:10]2[CH:11]=[C:12]([CH:15]=[CH:16][C:17]=2[CH:18]=O)[C:13]#[N:14])(=[O:9])=[O:8])[CH:6]=[CH:5][CH:4]=[CH:3][CH:2]=1.[CH3:20][O:21][C:22](=[O:35])[CH2:23][N:24]1[C:32]2[C:27](=[CH:28][C:29]([F:33])=[CH:30][CH:31]=2)[CH:26]=[C:25]1[CH3:34]. (9) Given the product [CH2:1]([O:3][C:4]([C:6]1[C:7]([OH:26])=[C:8]2[CH:14]=[CH:13][N:12]([CH2:17][C:18]3[CH:23]=[CH:22][CH:21]=[C:20]([O:24][CH3:25])[CH:19]=3)[C:9]2=[CH:10][N:11]=1)=[O:5])[CH3:2], predict the reactants needed to synthesize it. The reactants are: [CH2:1]([O:3][C:4]([C:6]1[C:7]([OH:26])=[C:8]2[C:14](Br)=[C:13](Br)[N:12]([CH2:17][C:18]3[CH:23]=[CH:22][CH:21]=[C:20]([O:24][CH3:25])[CH:19]=3)[C:9]2=[CH:10][N:11]=1)=[O:5])[CH3:2].C([O-])=O.[NH4+].